From a dataset of Peptide-MHC class II binding affinity with 134,281 pairs from IEDB. Regression. Given a peptide amino acid sequence and an MHC pseudo amino acid sequence, predict their binding affinity value. This is MHC class II binding data. (1) The peptide sequence is GKANRGKMDVSGVQA. The MHC is DRB1_1201 with pseudo-sequence DRB1_1201. The binding affinity (normalized) is 0. (2) The peptide sequence is DVLYQPPQTSITSAV. The MHC is DRB1_0101 with pseudo-sequence DRB1_0101. The binding affinity (normalized) is 0.732. (3) The peptide sequence is AVWVDGKARTAWVDS. The MHC is DRB3_0202 with pseudo-sequence DRB3_0202. The binding affinity (normalized) is 0.189. (4) The peptide sequence is KSSKPLVGPFNFRFMSKGGM. The MHC is DRB1_1302 with pseudo-sequence DRB1_1302. The binding affinity (normalized) is 0.526. (5) The peptide sequence is AFKVAATAANAAEAN. The MHC is DRB1_0701 with pseudo-sequence DRB1_0701. The binding affinity (normalized) is 0.663. (6) The peptide sequence is AAATAGTTVYGAFKA. The MHC is HLA-DQA10501-DQB10301 with pseudo-sequence HLA-DQA10501-DQB10301. The binding affinity (normalized) is 0.642. (7) The peptide sequence is KGILGFVFTLTVPSE. The MHC is DRB1_0405 with pseudo-sequence DRB1_0405. The binding affinity (normalized) is 0.547.